Dataset: Reaction yield outcomes from USPTO patents with 853,638 reactions. Task: Predict the reaction yield, written as a fraction of the theoretical maximum amount of product (1.0 means a 100% yield; for example, 0.34 means a 34% yield). The product is [Cl:1][C:2]1[CH:17]=[CH:16][C:5]([C:6]([NH:8][C:9]2[CH:10]=[CH:11][C:12]([O:15][CH2:24][O:25][CH2:26][CH3:27])=[CH:13][CH:14]=2)=[O:7])=[CH:4][C:3]=1[N+:18]([O-:20])=[O:19]. The reactants are [Cl:1][C:2]1[CH:17]=[CH:16][C:5]([C:6]([NH:8][C:9]2[CH:14]=[CH:13][C:12]([OH:15])=[CH:11][CH:10]=2)=[O:7])=[CH:4][C:3]=1[N+:18]([O-:20])=[O:19].[H-].[Na+].Cl[CH2:24][O:25][CH2:26][CH3:27].ClCCl. The yield is 0.810. The catalyst is CO.